The task is: Predict which catalyst facilitates the given reaction.. This data is from Catalyst prediction with 721,799 reactions and 888 catalyst types from USPTO. (1) Reactant: [Cl:1][C:2]1[CH:11]=[CH:10][C:9]([C:12]2[C:17]([N+:18]([O-])=O)=[CH:16][CH:15]=[CH:14][N:13]=2)=[CH:8][C:3]=1[C:4]([O:6][CH3:7])=[O:5]. Product: [NH2:18][C:17]1[C:12]([C:9]2[CH:10]=[CH:11][C:2]([Cl:1])=[C:3]([CH:8]=2)[C:4]([O:6][CH3:7])=[O:5])=[N:13][CH:14]=[CH:15][CH:16]=1. The catalyst class is: 78. (2) Reactant: [CH:1]1([C:4]2[O:5][C:6]3[C:7](=[C:9]([C:23]#[N:24])[C:10]([CH3:22])=[C:11]([C:14]4[CH:19]=[C:18]([F:20])[CH:17]=[C:16]([F:21])[CH:15]=4)[C:12]=3F)[N:8]=2)[CH2:3][CH2:2]1.C(N(CC)CC)C.[CH3:32][N:33]([CH3:39])[C@H:34]1[CH2:38][CH2:37][NH:36][CH2:35]1.C(=O)([O-])O.[Na+]. Product: [CH:1]1([C:4]2[O:5][C:6]3[C:7](=[C:9]([C:23]#[N:24])[C:10]([CH3:22])=[C:11]([C:14]4[CH:19]=[C:18]([F:20])[CH:17]=[C:16]([F:21])[CH:15]=4)[C:12]=3[N:36]3[CH2:37][CH2:38][C@H:34]([N:33]([CH3:39])[CH3:32])[CH2:35]3)[N:8]=2)[CH2:2][CH2:3]1. The catalyst class is: 148. (3) Reactant: Cl[CH2:2][CH2:3][O:4][C:5]1[CH:6]=[C:7]2[C:12](=[CH:13][C:14]=1[O:15][CH3:16])[N:11]=[CH:10][CH:9]=[C:8]2[O:17][C:18]1[C:19]([CH3:28])=[N:20][C:21]2[C:26]([CH:27]=1)=[CH:25][CH:24]=[CH:23][CH:22]=2.C(=O)([O-])[O-].[K+].[K+].[NH:35]1[CH:39]=[CH:38][N:37]=[CH:36]1.[I-].[Na+]. Product: [N:35]1([CH2:2][CH2:3][O:4][C:5]2[CH:6]=[C:7]3[C:12](=[CH:13][C:14]=2[O:15][CH3:16])[N:11]=[CH:10][CH:9]=[C:8]3[O:17][C:18]2[C:19]([CH3:28])=[N:20][C:21]3[C:26]([CH:27]=2)=[CH:25][CH:24]=[CH:23][CH:22]=3)[CH:39]=[CH:38][N:37]=[CH:36]1. The catalyst class is: 9.